Dataset: Peptide-MHC class II binding affinity with 134,281 pairs from IEDB. Task: Regression. Given a peptide amino acid sequence and an MHC pseudo amino acid sequence, predict their binding affinity value. This is MHC class II binding data. (1) The peptide sequence is AQQSKLAQRRVFHGV. The MHC is HLA-DQA10303-DQB10402 with pseudo-sequence HLA-DQA10303-DQB10402. The binding affinity (normalized) is 0.280. (2) The peptide sequence is TLDIELLKTEVTNPA. The MHC is DRB1_0401 with pseudo-sequence DRB1_0401. The binding affinity (normalized) is 0.716. (3) The peptide sequence is LLGQNTAAIAAIEAQ. The MHC is HLA-DPA10301-DPB10402 with pseudo-sequence HLA-DPA10301-DPB10402. The binding affinity (normalized) is 0.139. (4) The peptide sequence is LAGLSTLPGNPAIASL. The binding affinity (normalized) is 0.0783. The MHC is DRB1_0701 with pseudo-sequence DRB1_0701. (5) The peptide sequence is PSSGCYIHFFREPTD. The MHC is DRB1_1302 with pseudo-sequence DRB1_1302. The binding affinity (normalized) is 0.